Predict the reaction yield, written as a fraction of the theoretical maximum amount of product (1.0 means a 100% yield; for example, 0.34 means a 34% yield). From a dataset of Reaction yield outcomes from USPTO patents with 853,638 reactions. (1) The reactants are Cl.[Br:2][C:3]1[CH:8]=[CH:7][C:6]([N:9]2[CH2:14][CH2:13][NH:12][CH2:11][CH2:10]2)=[CH:5][CH:4]=1.[C:15]([O:19][C:20](=[O:30])[CH:21]([CH2:25][S:26](Cl)(=[O:28])=[O:27])[CH:22]([CH3:24])[CH3:23])([CH3:18])([CH3:17])[CH3:16].C(N(CC)CC)C. The catalyst is ClCCl. The product is [C:15]([O:19][C:20](=[O:30])[CH:21]([CH2:25][S:26]([N:12]1[CH2:13][CH2:14][N:9]([C:6]2[CH:5]=[CH:4][C:3]([Br:2])=[CH:8][CH:7]=2)[CH2:10][CH2:11]1)(=[O:27])=[O:28])[CH:22]([CH3:24])[CH3:23])([CH3:17])([CH3:18])[CH3:16]. The yield is 0.790. (2) The reactants are [CH2:1]([O:3][C:4](=[O:22])[C:5]1[CH:10]=[C:9]([CH:11]=[CH:12]N(C)C)[C:8]([N+:16]([O-])=O)=[CH:7][C:6]=1[N+:19]([O-])=O)[CH3:2]. The catalyst is CCO.[Ni]. The product is [CH2:1]([O:3][C:4]([C:5]1[CH:10]=[C:9]2[C:8](=[CH:7][C:6]=1[NH2:19])[NH:16][CH:12]=[CH:11]2)=[O:22])[CH3:2]. The yield is 0.300. (3) The reactants are [C:1]([O:5][C:6]([N:8]1[CH2:13][CH2:12][N:11]([C:14]2[CH:19]=[CH:18][CH:17]=[CH:16][C:15]=2[CH2:20][N:21]=[N+:22]=[N-:23])[CH2:10][CH2:9]1)=[O:7])([CH3:4])([CH3:3])[CH3:2].[CH3:24][C:25]([CH3:29])([CH3:28])[C:26]#[CH:27]. The catalyst is C1(C)C=CC=CC=1. The product is [C:6]([N:8]1[CH2:13][CH2:12][N:11]([C:14]2[CH:19]=[CH:18][CH:17]=[CH:16][C:15]=2[CH2:20][N:21]2[CH:27]=[C:26]([C:25]([CH3:29])([CH3:28])[CH3:24])[N:23]=[N:22]2)[CH2:10][CH2:9]1)([O:5][C:1]([CH3:4])([CH3:2])[CH3:3])=[O:7]. The yield is 0.600.